Dataset: Catalyst prediction with 721,799 reactions and 888 catalyst types from USPTO. Task: Predict which catalyst facilitates the given reaction. (1) Reactant: [NH2:1][C:2]1[CH:7]=[CH:6][C:5]([OH:8])=[C:4]([NH:9][C:10]2[C:15]([F:16])=[CH:14][N:13]=[C:12]([NH:17][C:18]3[CH:23]=[CH:22][C:21]([O:24][CH2:25][CH2:26][O:27][CH3:28])=[CH:20][CH:19]=3)[N:11]=2)[CH:3]=1.[C:29](Cl)(=[O:32])[CH:30]=[CH2:31].CCCCCC.C(OCC)(=O)C.C(=O)(O)[O-].[Na+]. The catalyst class is: 6. Product: [F:16][C:15]1[C:10]([NH:9][C:4]2[CH:3]=[C:2]([NH:1][C:29](=[O:32])[CH:30]=[CH2:31])[CH:7]=[CH:6][C:5]=2[OH:8])=[N:11][C:12]([NH:17][C:18]2[CH:23]=[CH:22][C:21]([O:24][CH2:25][CH2:26][O:27][CH3:28])=[CH:20][CH:19]=2)=[N:13][CH:14]=1. (2) Reactant: [N+:1]([C:4]1[CH:5]=[C:6]([CH:8]=[CH:9][CH:10]=1)[NH2:7])([O-:3])=[O:2].C(N(CC)CC)C.[C:18](O[C:18]([O:20][C:21]([CH3:24])([CH3:23])[CH3:22])=[O:19])([O:20][C:21]([CH3:24])([CH3:23])[CH3:22])=[O:19]. Product: [N+:1]([C:4]1[CH:5]=[C:6]([NH:7][C:18](=[O:19])[O:20][C:21]([CH3:24])([CH3:23])[CH3:22])[CH:8]=[CH:9][CH:10]=1)([O-:3])=[O:2]. The catalyst class is: 79.